This data is from Full USPTO retrosynthesis dataset with 1.9M reactions from patents (1976-2016). The task is: Predict the reactants needed to synthesize the given product. (1) Given the product [CH2:33]([NH:29][C:23](=[O:25])[C:22]1[CH:26]=[CH:27][C:19]([C:18]#[C:17][Se:16][C:3]2[C:2]([CH3:1])=[CH:11][C:10]3[C:9]([CH3:12])([CH3:13])[CH2:8][CH2:7][C:6]([CH3:14])([CH3:15])[C:5]=3[CH:4]=2)=[N:20][CH:21]=1)[CH2:32][CH2:37][CH3:36], predict the reactants needed to synthesize it. The reactants are: [CH3:1][C:2]1[C:3]([Se:16][C:17]#[C:18][C:19]2[CH:27]=[CH:26][C:22]([C:23]([OH:25])=O)=[CH:21][N:20]=2)=[CH:4][C:5]2[C:6]([CH3:15])([CH3:14])[CH2:7][CH2:8][C:9]([CH3:13])([CH3:12])[C:10]=2[CH:11]=1.O[N:29]1[C:33]2C=C[CH:36]=[CH:37][C:32]=2N=N1.C1(N=C=NC2CCCCC2)CCCCC1.C(N)CCC. (2) Given the product [CH2:55]([NH:62][C:77]1[CH:78]=[C:79]2[C:74](=[CH:75][C:76]=1[C:18]1[CH:27]=[CH:26][C:25]3[C:20](=[CH:21][CH:22]=[CH:23][CH:24]=3)[CH:19]=1)[CH:69]([CH2:85][C:84]([O:87][CH2:88][CH3:89])=[O:86])[CH2:70][CH2:71]2)[C:56]1[CH:61]=[CH:60][CH:59]=[CH:58][CH:57]=1, predict the reactants needed to synthesize it. The reactants are: C1(P(C2C=CC=CC=2)C2C=CC3C(=CC=CC=3)C=2[C:18]2[C:27]3[C:22](=[CH:23][CH:24]=[CH:25][CH:26]=3)[CH:21]=[CH:20][C:19]=2P(C2C=CC=CC=2)C2C=CC=CC=2)C=CC=CC=1.P([O-])([O-])([O-])=O.[K+].[K+].[K+].[CH2:55]([NH2:62])[C:56]1[CH:61]=[CH:60][CH:59]=[CH:58][CH:57]=1.C(P(C(C)(C)C)C1C=C[CH:71]=[CH:70][C:69]=1[C:74]1[CH:79]=[CH:78][CH:77]=[CH:76][CH:75]=1)(C)(C)C.[C:84]([O:87][CH2:88][CH3:89])(=[O:86])[CH3:85]. (3) Given the product [Cl:1][C:2]1[CH:3]=[C:4](/[CH:5]=[CH:6]/[C:7]([N:24]2[CH2:25][CH2:26][N:21]([CH:20]([C:27]3[CH:28]=[CH:29][CH:30]=[CH:31][CH:32]=3)[C:14]3[CH:19]=[CH:18][CH:17]=[CH:16][CH:15]=3)[CH2:22][CH2:23]2)=[O:9])[CH:10]=[CH:11][C:12]=1[Cl:13], predict the reactants needed to synthesize it. The reactants are: [Cl:1][C:2]1[CH:3]=[C:4]([CH:10]=[CH:11][C:12]=1[Cl:13])[CH:5]=[CH:6][C:7]([OH:9])=O.[C:14]1([C:20]2([C:27]3[CH:32]=[CH:31][CH:30]=[CH:29][CH:28]=3)[CH2:25][NH:24][CH2:23][CH2:22][N:21]2[CH3:26])[CH:19]=[CH:18][CH:17]=[CH:16][CH:15]=1. (4) Given the product [C:27]([CH2:28][NH:29][C:9]([C@@H:3]1[CH2:4][CH2:5][CH2:6][CH2:7][CH2:8][C@@H:2]1[NH:1][C:22]([C:14]1[N:13]([CH3:12])[C:21]2[C:16]([CH:15]=1)=[CH:17][CH:18]=[CH:19][CH:20]=2)=[O:24])=[O:11])#[N:26], predict the reactants needed to synthesize it. The reactants are: [NH2:1][CH:2]1[CH2:8][CH2:7][CH2:6][CH2:5][CH2:4][CH:3]1[C:9]([OH:11])=O.[CH3:12][N:13]1[C:21]2[C:16](=[CH:17][CH:18]=[CH:19][CH:20]=2)[CH:15]=[C:14]1[C:22]([OH:24])=O.Cl.[NH2:26][CH2:27][C:28]#[N:29].